This data is from Full USPTO retrosynthesis dataset with 1.9M reactions from patents (1976-2016). The task is: Predict the reactants needed to synthesize the given product. (1) Given the product [Cl:57][C:55]1[N:17]=[C:16]([S:29]([CH3:30])=[O:40])[N:15]=[C:14]2[N:9]([C:3]3[C:2]([F:1])=[CH:7][CH:6]=[CH:5][C:4]=3[F:8])[C:10](=[O:31])[NH:11][CH2:12][C:13]=12, predict the reactants needed to synthesize it. The reactants are: [F:1][C:2]1[CH:7]=[CH:6][CH:5]=[C:4]([F:8])[C:3]=1[N:9]1[C:14]2[N:15]=[C:16]([S:29][CH3:30])[N:17]=C(C3C=C(C=CC=3C)C(O)=O)[C:13]=2[CH2:12][NH:11][C:10]1=[O:31].C1C=C(Cl)C=C(C(OO)=[O:40])C=1.CCOC(C)=O.CCCCCC.[CH2:55]([Cl:57])Cl. (2) The reactants are: [CH3:1][O:2][CH:3]=[CH:4][C:5]1[C:14]2[O:13][CH2:12][C:11](=[O:15])[NH:10][C:9]=2[CH:8]=[CH:7][CH:6]=1.I[CH3:17].[H-].[Na+]. Given the product [CH3:17][N:10]1[C:9]2[CH:8]=[CH:7][CH:6]=[C:5]([CH:4]=[CH:3][O:2][CH3:1])[C:14]=2[O:13][CH2:12][C:11]1=[O:15], predict the reactants needed to synthesize it. (3) Given the product [NH2:3][CH2:12][CH2:13][NH:14][C@@H:15]([C@@H:23]([CH3:26])[CH2:24][CH3:25])[C:16]([O:18][C:19]([CH3:20])([CH3:21])[CH3:22])=[O:17], predict the reactants needed to synthesize it. The reactants are: O=C1C2C(=CC=CC=2)C(=O)[N:3]1[CH2:12][CH2:13][NH:14][C@@H:15]([C@@H:23]([CH3:26])[CH2:24][CH3:25])[C:16]([O:18][C:19]([CH3:22])([CH3:21])[CH3:20])=[O:17].O.NN.